This data is from Full USPTO retrosynthesis dataset with 1.9M reactions from patents (1976-2016). The task is: Predict the reactants needed to synthesize the given product. (1) Given the product [F:1][C:2]1[CH:3]=[CH:4][C:5](/[CH:6]=[CH:7]/[CH2:8][OH:9])=[CH:11][CH:12]=1, predict the reactants needed to synthesize it. The reactants are: [F:1][C:2]1[CH:12]=[CH:11][C:5]([CH:6]=[CH:7][C:8](O)=[O:9])=[CH:4][CH:3]=1.ClC(OCC)=O.[BH4-].[Na+].Cl. (2) Given the product [I:12][C:5]1[C:6]([NH2:9])=[N:7][CH:8]=[C:3]([C:2]([F:1])([F:10])[F:11])[CH:4]=1, predict the reactants needed to synthesize it. The reactants are: [F:1][C:2]([F:11])([F:10])[C:3]1[CH:4]=[CH:5][C:6]([NH2:9])=[N:7][CH:8]=1.[I:12]([O-])(=O)=O.[K+].[I-].[K+].C(=O)(O)[O-].[Na+]. (3) Given the product [CH3:1][S:2]([O:5][CH:6]([C:7]1[C:8]([C@@H:14]([NH:18][C:19]([O:21][C:22]([CH3:23])([CH3:25])[CH3:24])=[O:20])[CH:15]([CH3:17])[CH3:16])=[N:9][CH:10]=[C:11]([Cl:13])[CH:12]=1)[CH3:26])(=[O:3])=[O:4], predict the reactants needed to synthesize it. The reactants are: [CH3:1][S:2]([O:5][CH2:6][C:7]1[C:8]([C@@H:14]([NH:18][C:19]([O:21][C:22]([CH3:25])([CH3:24])[CH3:23])=[O:20])[CH:15]([CH3:17])[CH3:16])=[N:9][CH:10]=[C:11]([Cl:13])[CH:12]=1)(=[O:4])=[O:3].[C:26](OC(=O)N[C@H](C1C(C(O)C)=CC(Cl)=CN=1)C(C)C)(C)(C)C. (4) Given the product [CH3:1][O:2][CH2:3][C:4]1[NH:17][C:16](=[O:34])[C:15]2[C:7](=[CH:8][C:9]3[CH2:10][CH2:11][CH:12]([NH:18][C:19]4[CH:20]=[CH:21][C:22]([C:23]([O:25][C:26]([CH3:28])([CH3:29])[CH3:27])=[O:24])=[CH:30][CH:31]=4)[C:13]=3[CH:14]=2)[N:6]=1, predict the reactants needed to synthesize it. The reactants are: [CH3:1][O:2][CH2:3][C:4]([NH:6][C:7]1[CH:8]=[C:9]2[C:13](=[CH:14][C:15]=1[C:16]#[N:17])[CH:12]([NH:18][C:19]1[CH:31]=[CH:30][C:22]([C:23]([O:25][C:26]([CH3:29])([CH3:28])[CH3:27])=[O:24])=[CH:21][CH:20]=1)[CH2:11][CH2:10]2)=O.C([OH:34])C.OO.[OH-].[Na+]. (5) Given the product [C:1]([C:3]1([NH:6][C:7]([C@@H:9]2[CH2:13][C@@H:12]([S:14]([C:17]3[CH:18]=[CH:19][C:20]([CH3:21])=[CH:22][CH:23]=3)(=[O:16])=[O:15])[CH2:11][N:10]2[C:39]([CH:36]2[CH2:37][CH2:38][N:35]2[CH:32]2[CH2:31][CH2:30][N:29]([C:27]([O:26][CH2:24][CH3:25])=[O:28])[CH2:34][CH2:33]2)=[O:40])=[O:8])[CH2:5][CH2:4]1)#[N:2], predict the reactants needed to synthesize it. The reactants are: [C:1]([C:3]1([NH:6][C:7]([C@@H:9]2[CH2:13][C@@H:12]([S:14]([C:17]3[CH:23]=[CH:22][C:20]([CH3:21])=[CH:19][CH:18]=3)(=[O:16])=[O:15])[CH2:11][NH:10]2)=[O:8])[CH2:5][CH2:4]1)#[N:2].[CH2:24]([O:26][C:27]([N:29]1[CH2:34][CH2:33][CH:32]([N:35]2[CH2:38][CH2:37][CH:36]2[C:39]([O-])=[O:40])[CH2:31][CH2:30]1)=[O:28])[CH3:25].[Li+]. (6) Given the product [Cl:13][C:14]1[S:18][C:17]([S:19]([NH:1][C:2]2[S:3][CH:4]=[C:5]([CH2:7][C:8]([O:10][CH2:11][CH3:12])=[O:9])[N:6]=2)(=[O:21])=[O:20])=[CH:16][CH:15]=1, predict the reactants needed to synthesize it. The reactants are: [NH2:1][C:2]1[S:3][CH:4]=[C:5]([CH2:7][C:8]([O:10][CH2:11][CH3:12])=[O:9])[N:6]=1.[Cl:13][C:14]1[S:18][C:17]([S:19](Cl)(=[O:21])=[O:20])=[CH:16][CH:15]=1. (7) Given the product [OH:7][CH2:6][CH2:5][N:4]([CH:1]([CH3:3])[CH3:2])[C:14]1[C:15]2[CH:34]=[CH:33][NH:32][C:16]=2[N:17]=[C:18]([NH:20][C:21]2[CH:22]=[C:23]([NH:27][S:28]([CH3:31])(=[O:30])=[O:29])[CH:24]=[CH:25][CH:26]=2)[N:19]=1, predict the reactants needed to synthesize it. The reactants are: [CH:1]([NH:4][CH2:5][CH2:6][OH:7])([CH3:3])[CH3:2].C1(N)CCC1.Cl[C:14]1[C:15]2[CH:34]=[CH:33][NH:32][C:16]=2[N:17]=[C:18]([NH:20][C:21]2[CH:22]=[C:23]([NH:27][S:28]([CH3:31])(=[O:30])=[O:29])[CH:24]=[CH:25][CH:26]=2)[N:19]=1.ClC1N=C(NC2C=C(NS(C)(=O)=O)C=CC=2)N=C2C=1N=CN2.